Dataset: Catalyst prediction with 721,799 reactions and 888 catalyst types from USPTO. Task: Predict which catalyst facilitates the given reaction. Reactant: [N:1]1[CH:6]=[CH:5][CH:4]=[CH:3][C:2]=1[C:7](=[O:16])[CH2:8][C:9](=O)[C:10]([O:12][CH2:13][CH3:14])=[O:11].[NH:17]([C:19]1[CH:20]=[CH:21][C:22]([O:25][CH3:26])=[N:23][CH:24]=1)[NH2:18]. Product: [OH:16][C:7]1([C:2]2[CH:3]=[CH:4][CH:5]=[CH:6][N:1]=2)[N:17]([C:19]2[CH:24]=[N:23][C:22]([O:25][CH3:26])=[CH:21][CH:20]=2)[N:18]=[C:9]([C:10]([O:12][CH2:13][CH3:14])=[O:11])[CH2:8]1. The catalyst class is: 8.